Predict the product of the given reaction. From a dataset of Forward reaction prediction with 1.9M reactions from USPTO patents (1976-2016). (1) Given the reactants [NH:1]1[CH:5]=[CH:4][CH:3]=[N:2]1.CC(C)([O-])C.[K+].C1OCCOCCOCCOCCOCCOC1.Br[CH2:31][C:32]1[CH:37]=[CH:36][C:35]([B:38]2[O:46][C:43]([CH3:45])([CH3:44])[C:40]([CH3:42])([CH3:41])[O:39]2)=[CH:34][CH:33]=1, predict the reaction product. The product is: [CH3:44][C:43]1([CH3:45])[C:40]([CH3:41])([CH3:42])[O:39][B:38]([C:35]2[CH:34]=[CH:33][C:32]([CH2:31][N:1]3[CH:5]=[CH:4][CH:3]=[N:2]3)=[CH:37][CH:36]=2)[O:46]1. (2) Given the reactants [Cl:1][C:2]1[CH:7]=[CH:6][C:5]([C:8]2([C:13]([NH2:15])=O)[CH2:12][CH2:11][O:10][CH2:9]2)=[CH:4][CH:3]=1.COC1C=CC(P2(=S)SP(=S)(C3C=CC(OC)=CC=3)[S:25]2)=CC=1, predict the reaction product. The product is: [Cl:1][C:2]1[CH:7]=[CH:6][C:5]([C:8]2([C:13](=[S:25])[NH2:15])[CH2:12][CH2:11][O:10][CH2:9]2)=[CH:4][CH:3]=1. (3) The product is: [CH2:12]1[C:13]2[C:18](=[CH:17][CH:16]=[CH:15][CH:14]=2)[CH2:19][N:11]1[C:9]([C:4]1[CH:3]=[C:2]([C:23]2[CH:24]=[CH:25][CH:26]=[CH:27][C:22]=2[C:21]([F:32])([F:31])[F:20])[CH:7]=[CH:6][C:5]=1[OH:8])=[O:10]. Given the reactants Br[C:2]1[CH:7]=[CH:6][C:5]([OH:8])=[C:4]([C:9]([N:11]2[CH2:19][C:18]3[C:13](=[CH:14][CH:15]=[CH:16][CH:17]=3)[CH2:12]2)=[O:10])[CH:3]=1.[F:20][C:21]([F:32])([F:31])[C:22]1[CH:27]=[CH:26][CH:25]=[CH:24][C:23]=1B(O)O.N#N, predict the reaction product. (4) The product is: [Cl:1][C:2]1[CH:14]=[C:13]2[C:5]([C:6]3[C:7](=[O:36])[C:8]4[CH:20]=[C:19]([C:21]#[C:22][C:23]([OH:26])([CH3:24])[CH3:25])[C:18]([O:27][CH2:28][C@H:29]([OH:30])[CH2:33][OH:32])=[CH:17][C:9]=4[C:10]([CH3:15])([CH3:16])[C:11]=3[NH:12]2)=[CH:4][CH:3]=1. Given the reactants [Cl:1][C:2]1[CH:14]=[C:13]2[C:5]([C:6]3[C:7](=[O:36])[C:8]4[CH:20]=[C:19]([C:21]#[C:22][C:23]([OH:26])([CH3:25])[CH3:24])[C:18]([O:27][CH2:28][C@H:29]5[CH2:33][O:32]C(C)(C)[O:30]5)=[CH:17][C:9]=4[C:10]([CH3:16])([CH3:15])[C:11]=3[NH:12]2)=[CH:4][CH:3]=1.Cl, predict the reaction product.